Dataset: Reaction yield outcomes from USPTO patents with 853,638 reactions. Task: Predict the reaction yield, written as a fraction of the theoretical maximum amount of product (1.0 means a 100% yield; for example, 0.34 means a 34% yield). (1) The reactants are [C:1]([C:3]1[CH:8]=[CH:7][CH:6]=[CH:5][C:4]=1[C:9]1[CH:14]=[CH:13][C:12]([CH2:15][CH:16]([C:21](=O)[CH2:22][CH2:23][CH2:24][CH3:25])[C:17](OC)=[O:18])=[CH:11][CH:10]=1)#[N:2].[O:27]1[C:31]2([CH2:36][CH2:35][CH:34]([NH:37][C:38]3[NH:42][CH:41]=[N:40][N:39]=3)[CH2:33][CH2:32]2)[O:30][CH2:29][CH2:28]1. No catalyst specified. The product is [CH2:22]([C:21]1[N:39]2[N:40]=[CH:41][N:42]=[C:38]2[N:37]([CH:34]2[CH2:33][CH2:32][C:31]3([O:27][CH2:28][CH2:29][O:30]3)[CH2:36][CH2:35]2)[C:17](=[O:18])[C:16]=1[CH2:15][C:12]1[CH:11]=[CH:10][C:9]([C:4]2[C:3]([C:1]#[N:2])=[CH:8][CH:7]=[CH:6][CH:5]=2)=[CH:14][CH:13]=1)[CH2:23][CH2:24][CH3:25]. The yield is 0.530. (2) The reactants are Br[CH2:2][CH2:3][CH2:4][O:5][C:6]1[CH:7]=[C:8]2[C:12](=[CH:13][CH:14]=1)[N:11]([C:15]([O:17][C:18]([CH3:21])([CH3:20])[CH3:19])=[O:16])[CH:10]=[CH:9]2.[NH:22]1[CH2:27][CH2:26][O:25][CH2:24][CH2:23]1.N1C=CC=CC=1. The catalyst is C1COCC1.O. The yield is 0.720. The product is [N:22]1([CH2:2][CH2:3][CH2:4][O:5][C:6]2[CH:7]=[C:8]3[C:12](=[CH:13][CH:14]=2)[N:11]([C:15]([O:17][C:18]([CH3:21])([CH3:20])[CH3:19])=[O:16])[CH:10]=[CH:9]3)[CH2:27][CH2:26][O:25][CH2:24][CH2:23]1. (3) The reactants are [Cl:1][C:2]1[C:7]([N+:8]([O-:10])=[O:9])=[CH:6][CH:5]=[C:4]([Cl:11])[C:3]=1[S:12](Cl)(=[O:14])=[O:13].[CH:16]1([NH2:19])[CH2:18][CH2:17]1.C(N(CC)CC)C. No catalyst specified. The product is [CH:16]1([NH:19][S:12]([C:3]2[C:4]([Cl:11])=[CH:5][CH:6]=[C:7]([N+:8]([O-:10])=[O:9])[C:2]=2[Cl:1])(=[O:14])=[O:13])[CH2:18][CH2:17]1. The yield is 0.770. (4) The catalyst is C1(C)C=CC=CC=1.C1COCC1. The reactants are [Br:1][C:2]1[CH:7]=[CH:6][C:5]([N:8]2[CH:12]=[C:11]([C:13](=[O:15])[CH3:14])[N:10]=[C:9]2[C:16]2[CH:21]=[CH:20][CH:19]=[CH:18][C:17]=2[C:22]([F:25])([F:24])[F:23])=[CH:4][CH:3]=1.[F:26][C:27]([Si](C)(C)C)([F:29])[F:28].[F-].C([N+](CCCC)(CCCC)CCCC)CCC. The product is [Br:1][C:2]1[CH:7]=[CH:6][C:5]([N:8]2[CH:12]=[C:11]([C:13]([OH:15])([CH3:14])[C:27]([F:29])([F:28])[F:26])[N:10]=[C:9]2[C:16]2[CH:21]=[CH:20][CH:19]=[CH:18][C:17]=2[C:22]([F:24])([F:23])[F:25])=[CH:4][CH:3]=1. The yield is 0.390. (5) The reactants are [F:1][C:2]1[CH:9]=[C:8]([C:10]#[C:11]C(O)(C)C)[CH:7]=[CH:6][C:3]=1[C:4]#[N:5].[H-].[Na+]. The catalyst is C1(C)C=CC=CC=1. The product is [C:10]([C:8]1[CH:7]=[CH:6][C:3]([C:4]#[N:5])=[C:2]([F:1])[CH:9]=1)#[CH:11]. The yield is 0.660. (6) The reactants are [CH3:1][C:2]1([CH3:32])[CH2:11][C:10]2[C:5](=[CH:6][CH:7]=[C:8]([C:12]([O:14]C)=[O:13])[CH:9]=2)[NH:4][CH:3]1[C:16]1[CH:21]=[CH:20][C:19]([NH:22][C:23](=[O:31])[CH2:24][C:25]2[CH:30]=[CH:29][CH:28]=[CH:27][CH:26]=2)=[CH:18][CH:17]=1.[OH-].[Na+]. The catalyst is CO.O. The product is [CH3:1][C:2]1([CH3:32])[CH2:11][C:10]2[C:5](=[CH:6][CH:7]=[C:8]([C:12]([OH:14])=[O:13])[CH:9]=2)[NH:4][CH:3]1[C:16]1[CH:21]=[CH:20][C:19]([NH:22][C:23](=[O:31])[CH2:24][C:25]2[CH:26]=[CH:27][CH:28]=[CH:29][CH:30]=2)=[CH:18][CH:17]=1. The yield is 0.850. (7) The reactants are [N+:1]([C:4]1[CH:9]=[CH:8][C:7]([C:10]2[O:11][CH:12]=[N:13][N:14]=2)=[CH:6][CH:5]=1)([O-])=O. The catalyst is CO.[Pd]. The product is [O:11]1[CH:12]=[N:13][N:14]=[C:10]1[C:7]1[CH:8]=[CH:9][C:4]([NH2:1])=[CH:5][CH:6]=1. The yield is 0.710. (8) The reactants are C(N(CC)CC)C.Cl.[Cl:9][C:10]1[CH:11]=[C:12]2[C:16](=[CH:17][CH:18]=1)[NH:15][CH:14]=[C:13]2[CH2:19][CH2:20][NH2:21].[CH3:22][C:23]1[O:27][C:26]([C:28]2[CH:33]=[CH:32][CH:31]=[CH:30][CH:29]=2)=[C:25]([C:34](Cl)=[O:35])[CH:24]=1. The catalyst is ClCCl. The product is [Cl:9][C:10]1[CH:11]=[C:12]2[C:16](=[CH:17][CH:18]=1)[NH:15][CH:14]=[C:13]2[CH2:19][CH2:20][NH:21][C:34]([C:25]1[CH:24]=[C:23]([CH3:22])[O:27][C:26]=1[C:28]1[CH:33]=[CH:32][CH:31]=[CH:30][CH:29]=1)=[O:35]. The yield is 0.860. (9) The reactants are CCCCCC.C([Li])CCC.[S:12]1[C:16]2[CH:17]=[CH:18][CH:19]=[CH:20][C:15]=2[CH:14]=[CH:13]1.[Br:21][C:22]1[C:31]2[C:26](=[CH:27][CH:28]=[CH:29][CH:30]=2)[C:25]([O:32][CH3:33])=[C:24]([CH:34]=[O:35])[CH:23]=1.[Cl-].[NH4+]. The catalyst is C1COCC1. The product is [S:12]1[C:13]([CH:34]([C:24]2[CH:23]=[C:22]([Br:21])[C:31]3[C:26](=[CH:27][CH:28]=[CH:29][CH:30]=3)[C:25]=2[O:32][CH3:33])[OH:35])=[CH:14][C:15]2[CH:20]=[CH:19][CH:18]=[CH:17][C:16]1=2. The yield is 0.830. (10) The reactants are [CH:1]1([C:7]([N:9]2[C:17]3[C:12](=[CH:13][C:14]([S:18]([NH2:21])(=[O:20])=[O:19])=[CH:15][CH:16]=3)[CH2:11][CH2:10]2)=[O:8])CCCC[CH2:2]1.N1C2C(=CC(S(N)(=O)=O)=CC=2)CC1.[Cl:35]CCC(Cl)=O. No catalyst specified. The product is [Cl:35][CH2:2][CH2:1][C:7]([N:9]1[C:17]2[C:12](=[CH:13][C:14]([S:18]([NH2:21])(=[O:20])=[O:19])=[CH:15][CH:16]=2)[CH2:11][CH2:10]1)=[O:8]. The yield is 0.980.